Dataset: Reaction yield outcomes from USPTO patents with 853,638 reactions. Task: Predict the reaction yield, written as a fraction of the theoretical maximum amount of product (1.0 means a 100% yield; for example, 0.34 means a 34% yield). (1) The reactants are [O:1]=[C:2]1[CH2:11][CH2:10][CH2:9][C:8]2[CH:7]=[C:6]([C:12]([OH:14])=[O:13])[CH:5]=[CH:4][C:3]1=2.[CH3:15]O. The catalyst is Cl. The product is [O:1]=[C:2]1[CH2:11][CH2:10][CH2:9][C:8]2[CH:7]=[C:6]([C:12]([O:14][CH3:15])=[O:13])[CH:5]=[CH:4][C:3]1=2. The yield is 0.860. (2) The reactants are [NH:1]1[CH2:6][CH2:5][NH:4][CH2:3][CH2:2]1.Cl[C:8]1[C:9]2[N:17]=[C:16]([Cl:18])[CH:15]=[CH:14][C:10]=2[N:11]=[CH:12][N:13]=1. The catalyst is O1CCOCC1. The product is [N:1]1([C:8]2[C:9]3[N:17]=[C:16]([Cl:18])[CH:15]=[CH:14][C:10]=3[N:11]=[CH:12][N:13]=2)[CH2:6][CH2:5][NH:4][CH2:3][CH2:2]1. The yield is 0.760.